From a dataset of Catalyst prediction with 721,799 reactions and 888 catalyst types from USPTO. Predict which catalyst facilitates the given reaction. (1) Reactant: [Cl:1][C:2]1[CH:27]=[C:26]([O:28][CH2:29][CH2:30][CH2:31][CH2:32][CH3:33])[CH:25]=[CH:24][C:3]=1[CH2:4][N:5]1[C:9]2[CH:10]=[C:11]([O:14][CH2:15][CH2:16][CH2:17][C:18]([O:20]CC)=[O:19])[CH:12]=[CH:13][C:8]=2[N:7]=[C:6]1[CH3:23].[OH-].[Na+].Cl. Product: [Cl:1][C:2]1[CH:27]=[C:26]([O:28][CH2:29][CH2:30][CH2:31][CH2:32][CH3:33])[CH:25]=[CH:24][C:3]=1[CH2:4][N:5]1[C:9]2[CH:10]=[C:11]([O:14][CH2:15][CH2:16][CH2:17][C:18]([OH:20])=[O:19])[CH:12]=[CH:13][C:8]=2[N:7]=[C:6]1[CH3:23]. The catalyst class is: 8. (2) Reactant: [Br:1][C:2]1[C:3]([CH2:10][OH:11])=[N:4][C:5]([O:8][CH3:9])=[CH:6][CH:7]=1.C(N(C(C)C)CC)(C)C.[CH3:21][O:22][CH2:23]Cl.CO. Product: [Br:1][C:2]1[C:3]([CH2:10][O:11][CH2:21][O:22][CH3:23])=[N:4][C:5]([O:8][CH3:9])=[CH:6][CH:7]=1. The catalyst class is: 2. (3) Reactant: C(N(CC)CC)C.Cl.[CH3:9][O:10][C:11](=[O:14])[CH2:12][NH2:13].[CH:15]1[C:24]2[C:19](=[CH:20][CH:21]=[CH:22][CH:23]=2)[CH:18]=[CH:17][C:16]=1[C:25](Cl)=[O:26].O. Product: [CH3:9][O:10][C:11](=[O:14])[CH2:12][NH:13][C:25]([C:16]1[CH:17]=[CH:18][C:19]2[C:24](=[CH:23][CH:22]=[CH:21][CH:20]=2)[CH:15]=1)=[O:26]. The catalyst class is: 4. (4) Reactant: C(O[Li])(C)=O.[C:6]1([S:12]([O:15][C:16]2[C:25]([Br:26])=[C:24]3[C:19]([CH:20]=[CH:21][C:22]([CH:27]=[O:28])=[N:23]3)=[CH:18][CH:17]=2)(=[O:14])=[O:13])[CH:11]=[CH:10][CH:9]=[CH:8][CH:7]=1.[Si]([CH2:33][C:34]#[N:35])(C)(C)C. Product: [C:6]1([S:12]([O:15][C:16]2[C:25]([Br:26])=[C:24]3[C:19]([CH:20]=[CH:21][C:22]([CH:27]([OH:28])[CH2:33][C:34]#[N:35])=[N:23]3)=[CH:18][CH:17]=2)(=[O:14])=[O:13])[CH:7]=[CH:8][CH:9]=[CH:10][CH:11]=1. The catalyst class is: 3. (5) Reactant: [N:1]1[CH:6]=[CH:5][CH:4]=[CH:3][C:2]=1[NH:7][C:8](=[O:14])[O:9][C:10]([CH3:13])([CH3:12])[CH3:11].CN(C)CCN(C)C.C([Li])CCC.[B:28](OC(C)C)([O:33]C(C)C)[O:29]C(C)C.[Cl-].[NH4+]. Product: [C:10]([O:9][C:8]([NH:7][C:2]1[C:3]([B:28]([OH:33])[OH:29])=[CH:4][CH:5]=[CH:6][N:1]=1)=[O:14])([CH3:11])([CH3:13])[CH3:12]. The catalyst class is: 165. (6) The catalyst class is: 164. Reactant: C1(P(C2C=CC=CC=2)C2C=CC3C(=CC=CC=3)C=2C2C3C(=CC=CC=3)C=CC=2P(C2C=CC=CC=2)C2C=CC=CC=2)C=CC=CC=1.Cl.[CH3:48][Si:49]([CH3:76])([CH3:75])[CH2:50][CH2:51][O:52][CH2:53][N:54]1[C:58]2=[N:59][CH:60]=[CH:61][C:62]([C:63]3[CH:64]=[N:65][N:66]([C:68]4([CH2:72][C:73]#[N:74])[CH2:71][NH:70][CH2:69]4)[CH:67]=3)=[C:57]2[CH:56]=[CH:55]1.Br[C:78]1[CH:79]=[CH:80][C:81]([C:84]([NH:86][C@H:87]([CH:89]2[CH2:91][CH2:90]2)[CH3:88])=[O:85])=[N:82][CH:83]=1.C(=O)([O-])[O-].[Cs+].[Cs+].C([O-])(O)=O.[Na+]. Product: [C:73]([CH2:72][C:68]1([N:66]2[CH:67]=[C:63]([C:62]3[CH:61]=[CH:60][N:59]=[C:58]4[N:54]([CH2:53][O:52][CH2:51][CH2:50][Si:49]([CH3:75])([CH3:48])[CH3:76])[CH:55]=[CH:56][C:57]=34)[CH:64]=[N:65]2)[CH2:69][N:70]([C:78]2[CH:79]=[CH:80][C:81]([C:84]([NH:86][C@H:87]([CH:89]3[CH2:91][CH2:90]3)[CH3:88])=[O:85])=[N:82][CH:83]=2)[CH2:71]1)#[N:74]. (7) Reactant: Br[C:2]1[CH:3]=[N:4][C:5]([N:8]2[CH2:12][CH2:11][N:10]([CH3:13])[C:9]2=[O:14])=[N:6][CH:7]=1.[OH:15][C:16]([CH3:49])([CH3:48])[CH2:17][C@@:18]1([C:42]2[CH:47]=[CH:46][CH:45]=[CH:44][CH:43]=2)[O:23][C:22](=[O:24])[N:21]([C@H:25]([C:27]2[CH:32]=[CH:31][C:30](B3OC(C)(C)C(C)(C)O3)=[CH:29][CH:28]=2)[CH3:26])[CH2:20][CH2:19]1.C([O-])([O-])=O.[Na+].[Na+].O. Product: [OH:15][C:16]([CH3:48])([CH3:49])[CH2:17][C@@:18]1([C:42]2[CH:47]=[CH:46][CH:45]=[CH:44][CH:43]=2)[O:23][C:22](=[O:24])[N:21]([C@H:25]([C:27]2[CH:28]=[CH:29][C:30]([C:2]3[CH:3]=[N:4][C:5]([N:8]4[CH2:12][CH2:11][N:10]([CH3:13])[C:9]4=[O:14])=[N:6][CH:7]=3)=[CH:31][CH:32]=2)[CH3:26])[CH2:20][CH2:19]1. The catalyst class is: 335. (8) Reactant: [NH2:1][C:2]1[S:3][C:4]2[CH:10]=[C:9]([S:11]([CH3:14])(=[O:13])=[O:12])[CH:8]=[CH:7][C:5]=2[N:6]=1.N1C=CC=CC=1.Cl[C:22]([O:24][C:25]1[CH:30]=[CH:29][C:28]([F:31])=[CH:27][CH:26]=1)=[O:23]. Product: [CH3:14][S:11]([C:9]1[CH:8]=[CH:7][C:5]2[N:6]=[C:2]([NH:1][C:22](=[O:23])[O:24][C:25]3[CH:30]=[CH:29][C:28]([F:31])=[CH:27][CH:26]=3)[S:3][C:4]=2[CH:10]=1)(=[O:13])=[O:12]. The catalyst class is: 2.